From a dataset of Reaction yield outcomes from USPTO patents with 853,638 reactions. Predict the reaction yield, written as a fraction of the theoretical maximum amount of product (1.0 means a 100% yield; for example, 0.34 means a 34% yield). The reactants are F[C:2]1(F)[CH2:4][CH:3]1[CH2:5][N:6]1[CH2:10][CH2:9][N:8]([C:11]2[S:12][C:13]([C:17]([O:19]CC)=[O:18])=[C:14]([CH3:16])[N:15]=2)[C:7]1=[O:22].C1(CN2CCN(C3SC(C(OCC)=O)=C(C)N=3)C2=O)CC1. The product is [CH:3]1([CH2:5][N:6]2[CH2:10][CH2:9][N:8]([C:11]3[S:12][C:13]([C:17]([OH:19])=[O:18])=[C:14]([CH3:16])[N:15]=3)[C:7]2=[O:22])[CH2:4][CH2:2]1. No catalyst specified. The yield is 0.820.